From a dataset of Catalyst prediction with 721,799 reactions and 888 catalyst types from USPTO. Predict which catalyst facilitates the given reaction. (1) Reactant: [CH2:1]([O:8][C:9]1[CH:14]=[C:13](F)[CH:12]=[CH:11][C:10]=1[N+:16]([O-:18])=[O:17])[C:2]1[CH:7]=[CH:6][CH:5]=[CH:4][CH:3]=1.[CH3:19][S:20]([C:23]1[N:28]=[CH:27][C:26]([OH:29])=[CH:25][CH:24]=1)(=[O:22])=[O:21].C(=O)([O-])[O-].[K+].[K+]. Product: [CH2:1]([O:8][C:9]1[CH:14]=[C:13]([CH:12]=[CH:11][C:10]=1[N+:16]([O-:18])=[O:17])[O:29][C:26]1[CH:25]=[CH:24][C:23]([S:20]([CH3:19])(=[O:22])=[O:21])=[N:28][CH:27]=1)[C:2]1[CH:7]=[CH:6][CH:5]=[CH:4][CH:3]=1. The catalyst class is: 9. (2) Reactant: CN(C)C=O.[CH3:6][C:7]([CH3:10])([O-])[CH3:8].[K+].[C:12]([C:16]1[CH:17]=[C:18]([CH:45]=[C:46]([C:48]([CH3:51])([CH3:50])[CH3:49])[CH:47]=1)[CH:19]=[CH:20][C:21]1[CH:22]=[C:23]([CH:26]=[C:27]([CH:29]=[CH:30][C:31]2[CH:36]=[C:35]([C:37]([CH3:40])([CH3:39])[CH3:38])[CH:34]=[C:33]([C:41]([CH3:44])([CH3:43])[CH3:42])[CH:32]=2)[CH:28]=1)[CH:24]=O)([CH3:15])([CH3:14])[CH3:13]. Product: [C:12]([C:16]1[CH:17]=[C:18]([CH:45]=[C:46]([C:48]([CH3:51])([CH3:50])[CH3:49])[CH:47]=1)[CH:19]=[CH:20][C:21]1[CH:22]=[C:23]([CH:26]=[C:27]([CH:29]=[CH:30][C:31]2[CH:36]=[C:35]([C:37]([CH3:40])([CH3:39])[CH3:38])[CH:34]=[C:33]([C:41]([CH3:44])([CH3:43])[CH3:42])[CH:32]=2)[CH:28]=1)[CH:24]=[CH:6][C:7]1[C:10]2[C:8]([C:7]([CH:6]=[CH:24][C:23]3[CH:26]=[C:27]([CH:29]=[CH:30][C:31]4[CH:32]=[C:33]([C:41]([CH3:44])([CH3:43])[CH3:42])[CH:34]=[C:35]([C:37]([CH3:38])([CH3:39])[CH3:40])[CH:36]=4)[CH:28]=[C:21]([CH:20]=[CH:19][C:18]4[CH:45]=[C:46]([C:48]([CH3:51])([CH3:50])[CH3:49])[CH:47]=[C:16]([C:12]([CH3:13])([CH3:14])[CH3:15])[CH:17]=4)[CH:22]=3)=[C:10]3[C:8]=1[CH:20]=[CH:19][CH:18]=[CH:17]3)=[CH:47][CH:16]=[CH:12][CH:13]=2)([CH3:15])([CH3:14])[CH3:13]. The catalyst class is: 5. (3) Product: [CH2:17]([N:24]1[C:33](=[O:34])[C:32]2[C:27](=[CH:28][C:29]([O:36][CH3:37])=[C:30]([O:35][CH:14]3[CH2:15][CH2:16][C:11]4([O:10][CH2:9][CH2:8][O:7]4)[CH2:12][CH2:13]3)[CH:31]=2)[N:26]=[CH:25]1)[C:18]1[CH:19]=[CH:20][CH:21]=[CH:22][CH:23]=1. Reactant: C(=O)([O-])[O-].[K+].[K+].[O:7]1[C:11]2([CH2:16][CH2:15][CH2:14][CH2:13][CH2:12]2)[O:10][CH2:9][CH2:8]1.[CH2:17]([N:24]1[C:33](=[O:34])[C:32]2[C:27](=[CH:28][C:29]([O:36][CH3:37])=[C:30]([OH:35])[CH:31]=2)[N:26]=[CH:25]1)[C:18]1[CH:23]=[CH:22][CH:21]=[CH:20][CH:19]=1.O. The catalyst class is: 9. (4) Reactant: [H-].[Na+].[Br:3][C:4]1[CH:5]=[C:6]([O:13][CH3:14])[C:7]([O:11][CH3:12])=[C:8]([OH:10])[CH:9]=1.[CH2:15](Br)[C:16]1[CH:21]=[CH:20][CH:19]=[CH:18][CH:17]=1.O. Product: [CH2:15]([O:10][C:8]1[CH:9]=[C:4]([Br:3])[CH:5]=[C:6]([O:13][CH3:14])[C:7]=1[O:11][CH3:12])[C:16]1[CH:21]=[CH:20][CH:19]=[CH:18][CH:17]=1. The catalyst class is: 3. (5) Reactant: C(C1C=CC(CN)=CC=1)(C)(C)C.O(C(OC(C)(C)C)=O)C(OC(C)(C)C)=O.[C:28]([C:32]1[CH:37]=[CH:36][C:35]([CH2:38][N:39]=[C:40]=[O:41])=[CH:34][CH:33]=1)([CH3:31])([CH3:30])[CH3:29].[NH2:42][CH2:43][C:44]1[CH:49]=[C:48]([CH:50]=[CH2:51])[C:47]([NH:52][S:53]([CH3:56])(=[O:55])=[O:54])=[C:46]([CH3:57])[CH:45]=1. Product: [C:28]([C:32]1[CH:33]=[CH:34][C:35]([CH2:38][NH:39][C:40](=[O:41])[NH:42][CH2:43][C:44]2[CH:49]=[C:48]([CH:50]=[CH2:51])[C:47]([NH:52][S:53]([CH3:56])(=[O:55])=[O:54])=[C:46]([CH3:57])[CH:45]=2)=[CH:36][CH:37]=1)([CH3:31])([CH3:29])[CH3:30]. The catalyst class is: 64. (6) Reactant: [CH3:1][O:2][C:3]1[C:11]([N+:12]([O-:14])=[O:13])=[CH:10][CH:9]=[C:8]2[C:4]=1[CH2:5][CH2:6][C:7]2=[O:15].C[N+:17]1([O-])[CH2:22]COCC1.[CH3:24][Si:25](C#N)([CH3:27])[CH3:26]. Product: [CH3:1][O:2][C:3]1[C:11]([N+:12]([O-:14])=[O:13])=[CH:10][CH:9]=[C:8]2[C:4]=1[CH2:5][CH2:6][C:7]2([O:15][Si:25]([CH3:27])([CH3:26])[CH3:24])[C:22]#[N:17]. The catalyst class is: 4.